This data is from Reaction yield outcomes from USPTO patents with 853,638 reactions. The task is: Predict the reaction yield, written as a fraction of the theoretical maximum amount of product (1.0 means a 100% yield; for example, 0.34 means a 34% yield). (1) The reactants are [NH2:1][C:2]1[CH:7]=[CH:6][C:5]([C:8]2[O:12][C:11]([CH3:14])([CH3:13])[C:10](=[O:15])[C:9]=2[C:16]2[CH:21]=[CH:20][C:19]([O:22][CH2:23][C:24]3[CH:33]=[CH:32][C:31]4[C:26](=[CH:27][CH:28]=[CH:29][CH:30]=4)[N:25]=3)=[CH:18][CH:17]=2)=[CH:4][CH:3]=1.[CH3:34][S:35](Cl)(=[O:37])=[O:36]. The catalyst is C(Cl)Cl.O. The product is [CH3:14][C:11]1([CH3:13])[O:12][C:8]([C:5]2[CH:6]=[CH:7][C:2]([N:1]([S:35]([CH3:34])(=[O:37])=[O:36])[S:35]([CH3:34])(=[O:37])=[O:36])=[CH:3][CH:4]=2)=[C:9]([C:16]2[CH:21]=[CH:20][C:19]([O:22][CH2:23][C:24]3[CH:33]=[CH:32][C:31]4[C:26](=[CH:27][CH:28]=[CH:29][CH:30]=4)[N:25]=3)=[CH:18][CH:17]=2)[C:10]1=[O:15]. The yield is 0.300. (2) The reactants are [Br:1]Br.[OH:3][C:4]1[CH:13]=[CH:12][C:7]([C:8]([O:10][CH3:11])=[O:9])=[CH:6][CH:5]=1.S(S([O-])=O)([O-])(=O)=O.[Na+].[Na+].CO. The catalyst is C(Cl)Cl.O. The product is [Br:1][C:13]1[CH:12]=[C:7]([CH:6]=[CH:5][C:4]=1[OH:3])[C:8]([O:10][CH3:11])=[O:9]. The yield is 0.940. (3) The reactants are [Cl:1][C:2]1[CH:7]=[C:6]([NH:8][C:9]2[CH:14]=[CH:13][C:12]([F:15])=[CH:11][CH:10]=2)[N:5]2[N:16]=[CH:17][CH:18]=[C:4]2[N:3]=1.[C:19](O[C:19]([O:21][C:22]([CH3:25])([CH3:24])[CH3:23])=[O:20])([O:21][C:22]([CH3:25])([CH3:24])[CH3:23])=[O:20].C(N(CC)CC)C. The catalyst is ClCCl.CN(C)C1C=CN=CC=1.O. The product is [Cl:1][C:2]1[CH:7]=[C:6]([N:8]([C:9]2[CH:14]=[CH:13][C:12]([F:15])=[CH:11][CH:10]=2)[C:19]([O:21][C:22]([CH3:25])([CH3:24])[CH3:23])=[O:20])[N:5]2[N:16]=[CH:17][CH:18]=[C:4]2[N:3]=1. The yield is 0.920.